Dataset: Reaction yield outcomes from USPTO patents with 853,638 reactions. Task: Predict the reaction yield, written as a fraction of the theoretical maximum amount of product (1.0 means a 100% yield; for example, 0.34 means a 34% yield). The reactants are [CH2:1]([O:8][C:9]([NH:11][CH:12]([C:16]1[CH:21]=[CH:20][CH:19]=[C:18]([O:22][CH2:23][C:24]2[CH:29]=[CH:28][CH:27]=[CH:26][CH:25]=2)[CH:17]=1)[C:13]([OH:15])=[O:14])=[O:10])[C:2]1[CH:7]=[CH:6][CH:5]=[CH:4][CH:3]=1.C1(N=C=NC2CCCCC2)CCCCC1.O.ON1C2C=CC=CC=2N=N1.[N:56]12[CH2:63][CH2:62][CH:59]([CH2:60][CH2:61]1)[C@@H:58](O)[CH2:57]2. The catalyst is O1CCCC1. The product is [N:56]12[CH2:63][CH2:62][CH:59]([CH2:60][CH2:61]1)[C@@H:58]([O:14][C:13](=[O:15])[CH:12]([NH:11][C:9]([O:8][CH2:1][C:2]1[CH:7]=[CH:6][CH:5]=[CH:4][CH:3]=1)=[O:10])[C:16]1[CH:21]=[CH:20][CH:19]=[C:18]([O:22][CH2:23][C:24]3[CH:29]=[CH:28][CH:27]=[CH:26][CH:25]=3)[CH:17]=1)[CH2:57]2. The yield is 0.560.